From a dataset of Forward reaction prediction with 1.9M reactions from USPTO patents (1976-2016). Predict the product of the given reaction. (1) Given the reactants Br[CH:2]([C:4]1[CH:22]=[CH:21][C:7]([C:8]([NH:10][CH:11]2[CH2:16][C:15]([CH3:18])([CH3:17])[NH:14][C:13]([CH3:20])([CH3:19])[CH2:12]2)=[O:9])=[CH:6][CH:5]=1)[CH3:3].[C:23]1([OH:29])[CH:28]=[CH:27][CH:26]=[CH:25][CH:24]=1.C([O-])([O-])=O.[K+].[K+], predict the reaction product. The product is: [O:29]([CH:2]([C:4]1[CH:22]=[CH:21][C:7]([C:8]([NH:10][CH:11]2[CH2:16][C:15]([CH3:18])([CH3:17])[NH:14][C:13]([CH3:20])([CH3:19])[CH2:12]2)=[O:9])=[CH:6][CH:5]=1)[CH3:3])[C:23]1[CH:28]=[CH:27][CH:26]=[CH:25][CH:24]=1. (2) Given the reactants [Cl:1][C:2]1[CH:7]=[CH:6][C:5]([C:8]2[N:12](CC=C)[C:11](=[O:16])[N:10]([CH2:17][C:18]([NH:20][CH:21]([C:24]3[CH:29]=[CH:28][CH:27]=[C:26]([C:30]([F:33])([F:32])[F:31])[CH:25]=3)[CH2:22]C)=[O:19])[N:9]=2)=[CH:4][CH:3]=1.[CH2:34](N(CC)CC)C.C(O)=O, predict the reaction product. The product is: [Cl:1][C:2]1[CH:3]=[CH:4][C:5]([C:8]2[NH:12][C:11](=[O:16])[N:10]([CH2:17][C:18]([NH:20][C:21]([CH3:34])([C:24]3[CH:29]=[CH:28][CH:27]=[C:26]([C:30]([F:32])([F:33])[F:31])[CH:25]=3)[CH3:22])=[O:19])[N:9]=2)=[CH:6][CH:7]=1. (3) Given the reactants [H-].[Na+].[F:3][C:4]1[CH:9]=[CH:8][CH:7]=[CH:6][C:5]=1[CH2:10][C:11]([O:13][CH3:14])=[O:12].Cl[CH2:16][CH2:17][N:18]([CH2:26][CH2:27]Cl)[C:19](=[O:25])[O:20][C:21]([CH3:24])([CH3:23])[CH3:22], predict the reaction product. The product is: [F:3][C:4]1[CH:9]=[CH:8][CH:7]=[CH:6][C:5]=1[C:10]1([C:11]([O:13][CH3:14])=[O:12])[CH2:27][CH2:26][N:18]([C:19]([O:20][C:21]([CH3:23])([CH3:22])[CH3:24])=[O:25])[CH2:17][CH2:16]1. (4) Given the reactants Cl[C:2]1[CH:7]=[C:6]([C:8]([F:11])([F:10])[F:9])[N:5]=[C:4]([C:12]2[CH:13]=[N:14][CH:15]=[CH:16][CH:17]=2)[N:3]=1.[Cl:18][C:19]1[CH:25]=[CH:24][C:23]([O:26][CH3:27])=[CH:22][C:20]=1[NH2:21], predict the reaction product. The product is: [Cl:18][C:19]1[CH:25]=[CH:24][C:23]([O:26][CH3:27])=[CH:22][C:20]=1[NH:21][C:2]1[CH:7]=[C:6]([C:8]([F:11])([F:10])[F:9])[N:5]=[C:4]([C:12]2[CH:13]=[N:14][CH:15]=[CH:16][CH:17]=2)[N:3]=1.